Task: Predict which catalyst facilitates the given reaction.. Dataset: Catalyst prediction with 721,799 reactions and 888 catalyst types from USPTO (1) The catalyst class is: 3. Reactant: CCN(C(C)C)C(C)C.[N:10]1([C:14]([C:16]2[CH:36]=[CH:35][C:19]([O:20][C:21]3[CH:22]=[C:23]([CH:27]=[C:28]([O:30][C@@H:31]([CH3:34])[CH2:32][OH:33])[CH:29]=3)[C:24](O)=[O:25])=[C:18]([F:37])[CH:17]=2)=[O:15])[CH2:13][CH2:12][CH2:11]1.[CH3:38][N:39]1[CH:43]=[CH:42][C:41]([NH2:44])=[N:40]1. Product: [N:10]1([C:14]([C:16]2[CH:36]=[CH:35][C:19]([O:20][C:21]3[CH:22]=[C:23]([CH:27]=[C:28]([O:30][C@@H:31]([CH3:34])[CH2:32][OH:33])[CH:29]=3)[C:24]([NH:44][C:41]3[CH:42]=[CH:43][N:39]([CH3:38])[N:40]=3)=[O:25])=[C:18]([F:37])[CH:17]=2)=[O:15])[CH2:11][CH2:12][CH2:13]1. (2) The catalyst class is: 576. Reactant: [NH:1]1[CH2:4][CH:3]([NH:5][C:6](=[O:12])[O:7][C:8]([CH3:11])([CH3:10])[CH3:9])[CH2:2]1.[F:13][C:14]([F:24])([F:23])[C:15]1[CH:16]=[C:17]([CH:20]=[CH:21][CH:22]=1)[CH:18]=O.C(O[BH-](OC(=O)C)OC(=O)C)(=O)C.[Na+]. Product: [F:13][C:14]([F:23])([F:24])[C:15]1[CH:16]=[C:17]([CH:20]=[CH:21][CH:22]=1)[CH2:18][N:1]1[CH2:4][CH:3]([NH:5][C:6](=[O:12])[O:7][C:8]([CH3:9])([CH3:11])[CH3:10])[CH2:2]1. (3) Reactant: Br[C:2]1[C:3]([C:25]2[CH:30]=[CH:29][N:28]=[CH:27][CH:26]=2)=[C:4]([C:17]2[CH:22]=[CH:21][C:20]([F:23])=[C:19]([F:24])[CH:18]=2)[N:5]([Si](C(C)C)(C(C)C)C(C)C)[CH:6]=1.[CH3:31][O:32][C:33]1[CH:38]=[CH:37][C:36]([C@H:39]2[CH2:47][N:46]3[C@H:41]([CH2:42][C:43](=O)[CH2:44][CH2:45]3)[CH2:40]2)=[CH:35][CH:34]=1.C(OCC)(=O)C.C(N)(C)C. Product: [F:24][C:19]1[CH:18]=[C:17]([C:4]2[NH:5][CH:6]=[C:2]([C:43]3[CH2:44][CH2:45][N:46]4[C@H:41]([CH:42]=3)[CH2:40][C@@H:39]([C:36]3[CH:35]=[CH:34][C:33]([O:32][CH3:31])=[CH:38][CH:37]=3)[CH2:47]4)[C:3]=2[C:25]2[CH:30]=[CH:29][N:28]=[CH:27][CH:26]=2)[CH:22]=[CH:21][C:20]=1[F:23]. The catalyst class is: 5. (4) Product: [NH2:28][C@@H:21]([C:22]1[CH:27]=[CH:26][CH:25]=[CH:24][CH:23]=1)[C@@H:20]([CH3:35])[CH2:19][OH:18]. Reactant: [Si]([O:18][CH2:19][C@H:20]([CH3:35])[C@@H:21]([NH:28]S(C(C)(C)C)=O)[C:22]1[CH:27]=[CH:26][CH:25]=[CH:24][CH:23]=1)(C(C)(C)C)(C1C=CC=CC=1)C1C=CC=CC=1.Cl. The catalyst class is: 5. (5) Reactant: [C:1]([C:3]1[CH:4]=[C:5]([NH:9][C:10]2[C:19]3[C:14](=[CH:15][C:16]([O:39][CH3:40])=[C:17]([O:20][CH2:21][CH2:22][CH2:23][N:24]4[CH2:28][CH:27]5[CH2:29][N:30](C(OC(C)(C)C)=O)[CH2:31][CH:26]5[CH2:25]4)[CH:18]=3)[N:13]=[CH:12][N:11]=2)[CH:6]=[CH:7][CH:8]=1)#[CH:2].Cl. Product: [C:1]([C:3]1[CH:4]=[C:5]([NH:9][C:10]2[C:19]3[C:14](=[CH:15][C:16]([O:39][CH3:40])=[C:17]([O:20][CH2:21][CH2:22][CH2:23][N:24]4[CH2:25][CH:26]5[CH:27]([CH2:29][NH:30][CH2:31]5)[CH2:28]4)[CH:18]=3)[N:13]=[CH:12][N:11]=2)[CH:6]=[CH:7][CH:8]=1)#[CH:2]. The catalyst class is: 91. (6) Reactant: C[O:2][C:3](=[O:25])[C:4]1[CH:9]=[CH:8][C:7]([S:10](=[O:24])(=[O:23])[N:11]([C:16]2[CH:21]=[CH:20][C:19]([F:22])=[CH:18][CH:17]=2)[CH2:12][CH:13]([CH3:15])[CH3:14])=[CH:6][CH:5]=1.[OH-].[Na+]. Product: [F:22][C:19]1[CH:20]=[CH:21][C:16]([N:11]([CH2:12][CH:13]([CH3:15])[CH3:14])[S:10]([C:7]2[CH:8]=[CH:9][C:4]([C:3]([OH:25])=[O:2])=[CH:5][CH:6]=2)(=[O:23])=[O:24])=[CH:17][CH:18]=1. The catalyst class is: 5. (7) Reactant: O[N:2]=[C:3]1[CH2:9][CH2:8][N:7]([S:10]([C:13]2[CH:19]=[CH:18][C:16]([CH3:17])=[CH:15][CH:14]=2)(=[O:12])=[O:11])[C:6]2[CH:20]=[CH:21][CH:22]=[CH:23][C:5]=2[C:4]1=[O:24].[H][H]. Product: [NH2:2][CH:3]1[CH2:9][CH2:8][N:7]([S:10]([C:13]2[CH:19]=[CH:18][C:16]([CH3:17])=[CH:15][CH:14]=2)(=[O:12])=[O:11])[C:6]2[CH:20]=[CH:21][CH:22]=[CH:23][C:5]=2[CH:4]1[OH:24]. The catalyst class is: 5.